Dataset: Forward reaction prediction with 1.9M reactions from USPTO patents (1976-2016). Task: Predict the product of the given reaction. (1) Given the reactants CCN(CC)CC.[C:8]([C:12]1[CH:16]=[C:15]([NH:17][C:18](=[O:26])OC2C=CC=CC=2)[N:14]([C:27]2[CH:32]=[CH:31][C:30]([CH3:33])=[CH:29][CH:28]=2)[N:13]=1)([CH3:11])([CH3:10])[CH3:9].[Cl:34][C:35]1[C:41]([Cl:42])=[C:40]([O:43][C:44]2[CH:49]=[CH:48][N:47]=[C:46]([Cl:50])[N:45]=2)[CH:39]=[CH:38][C:36]=1[NH2:37], predict the reaction product. The product is: [C:8]([C:12]1[CH:16]=[C:15]([NH:17][C:18]([NH:37][C:36]2[CH:38]=[CH:39][C:40]([O:43][C:44]3[CH:49]=[CH:48][N:47]=[C:46]([Cl:50])[N:45]=3)=[C:41]([Cl:42])[C:35]=2[Cl:34])=[O:26])[N:14]([C:27]2[CH:32]=[CH:31][C:30]([CH3:33])=[CH:29][CH:28]=2)[N:13]=1)([CH3:9])([CH3:11])[CH3:10]. (2) Given the reactants [Br:1][C:2]1[CH:3]=[C:4]([CH:17]=[CH:18][CH:19]=1)[NH:5][C:6]1[C:7]2[N:15]=[C:14](F)[CH:13]=[CH:12][C:8]=2[N:9]=[CH:10][N:11]=1.[CH3:20][O-:21].[Na+], predict the reaction product. The product is: [Br:1][C:2]1[CH:3]=[C:4]([NH:5][C:6]2[C:7]3[N:15]=[C:14]([O:21][CH3:20])[CH:13]=[CH:12][C:8]=3[N:9]=[CH:10][N:11]=2)[CH:17]=[CH:18][CH:19]=1.